From a dataset of Experimentally validated miRNA-target interactions with 360,000+ pairs, plus equal number of negative samples. Binary Classification. Given a miRNA mature sequence and a target amino acid sequence, predict their likelihood of interaction. (1) The miRNA is hsa-miR-449b-5p with sequence AGGCAGUGUAUUGUUAGCUGGC. The protein sequence of the target gene is MTCKMSQLERNIETIINTFHQYSVKLGHPDTLNQGEFKELVRKDLQNFLKKENKNEKVIEHIMEDLDTNADKQLSFEEFIMLMARLTWASHEKMHEGDEGPGHHHKPGLGEGTP. Result: 0 (no interaction). (2) The miRNA is dre-miR-200a-3p with sequence UAACACUGUCUGGUAACGAUGU. The protein sequence of the target gene is MEANHSEQLSAERQSTPPGDSSSLPSHNGLEKEDGQDSPTPVQPPEKEASVHPDISEELNRQLEDIINTYGSAASTAGKEGSARASEQPENAESPDNEDGDCEETTEEAGREPVASGEPPTVKEPVSNKEQKLEKKILKGLGKEANLLMQNLNKLQTPEEKFDFLFKKYAELLDEHRTEQKKLKLLQKKQVQIQKEKDQLQGEHSRAILARSKLESLCRELQRHNKTLKEEALQRAREEEEKRKEITSHFQSTLTDIQGQIEQQSERNMKLCQENTELAEKLKSIIDQYELREEHLDKIF.... Result: 0 (no interaction). (3) The miRNA is hsa-miR-4797-3p with sequence UCUCAGUAAGUGGCACUCUGU. The protein sequence of the target gene is MAPVRRSAKWRPGGIEARGEGVSTVGYRNKNVRQKTWRPNHPQAFVGSVREGQGFAFRRKLKIQQSYKKLLRKEKKAQTSLESQFTDRYPDNLKHLYLAEEERHRKQARKVDHPLSEQVHQPLLEEQCSIDEPLFEDQCSFDQPQPEEQCIKTVNSFTIPKKNKKKTSNQKAQEEYEQIQAKRAAKKQEFERRKQEREEAQRQYKKKKMEVFKILNKKTKKGQPNLNVQMEYLLQKIQEKC. Result: 1 (interaction). (4) The miRNA is mmu-miR-669c-5p with sequence AUAGUUGUGUGUGGAUGUGUGU. The protein sequence of the target gene is MFSSVAHLARANPFNAPHLQLVHDGLSGPRSPPAPPRRSRHLAAAAVEEYSCEFGSMKYYALCGFGGVLSCGLTHTAVVPLDLVKCRMQVDPQKYKGIFNGFSITLKEDGVRGLAKGWAPTLIGYSMQGLCKFGFYEVFKALYSNILGEENTYLWRTSLYLASSASAEFFADIALAPMEAAKVRIQTQPGYANTLREAVPKMYKEEGLNAFYKGVAPLWMRQIPYTMMKFACFERTVEALYKFVVPKPRSECTKAEQLVVTFVAGYIAGVFCAIVSHPADSVVSVLNKEKGSTASQVLQR.... Result: 0 (no interaction).